This data is from Reaction yield outcomes from USPTO patents with 853,638 reactions. The task is: Predict the reaction yield, written as a fraction of the theoretical maximum amount of product (1.0 means a 100% yield; for example, 0.34 means a 34% yield). (1) The reactants are [Br:1][C:2]1[CH:29]=[CH:28][C:5]([NH:6][C:7]2[C:16]3[C:11](=[CH:12][C:13]([O:19][CH2:20][CH2:21][CH:22]4[CH2:27][CH2:26][NH:25][CH2:24][CH2:23]4)=[C:14]([O:17][CH3:18])[CH:15]=3)[N:10]=[CH:9][N:8]=2)=[C:4]([F:30])[CH:3]=1.[CH3:31][N:32]([CH3:37])[CH2:33][C:34](O)=[O:35].C(N(C(C)C)CC)(C)C. The catalyst is CN(C)C=O.C(OCC)(=O)C. The product is [NH3:6].[Br:1][C:2]1[CH:29]=[CH:28][C:5]([NH:6][C:7]2[C:16]3[C:11](=[CH:12][C:13]([O:19][CH2:20][CH2:21][CH:22]4[CH2:27][CH2:26][N:25]([C:34](=[O:35])[CH2:33][N:32]([CH3:37])[CH3:31])[CH2:24][CH2:23]4)=[C:14]([O:17][CH3:18])[CH:15]=3)[N:10]=[CH:9][N:8]=2)=[C:4]([F:30])[CH:3]=1. The yield is 0.0300. (2) The reactants are CCN(C(C)C)C(C)C.[Cl:10][C:11]1[CH:19]=[C:18]([F:20])[CH:17]=[CH:16][C:12]=1[C:13]([OH:15])=O.C1C=CC2N(O)N=NC=2C=1.CCN=C=NCCCN(C)C.Cl.[O:43]=[C:44]([N:61]1[CH2:66][CH2:65][NH:64][CH2:63][CH2:62]1)[CH2:45][NH:46][C:47]([C:49]1[CH:54]=[CH:53][C:52]([C:55]2[CH:60]=[CH:59][CH:58]=[CH:57][CH:56]=2)=[CH:51][CH:50]=1)=[O:48]. The catalyst is CN(C=O)C.O. The product is [Cl:10][C:11]1[CH:19]=[C:18]([F:20])[CH:17]=[CH:16][C:12]=1[C:13]([N:64]1[CH2:63][CH2:62][N:61]([C:44](=[O:43])[CH2:45][NH:46][C:47]([C:49]2[CH:54]=[CH:53][C:52]([C:55]3[CH:60]=[CH:59][CH:58]=[CH:57][CH:56]=3)=[CH:51][CH:50]=2)=[O:48])[CH2:66][CH2:65]1)=[O:15]. The yield is 0.210. (3) The reactants are C(N(CC)CC)C.[NH2:8][C:9]1[CH:17]=[C:16]([Cl:18])[CH:15]=[CH:14][C:10]=1[C:11]([OH:13])=[O:12].[Cl:19][C:20]1[CH:25]=[CH:24][CH:23]=[C:22]([Cl:26])[C:21]=1[N:27]=[C:28]=[O:29].Cl. The catalyst is CN(C=O)C. The product is [Cl:18][C:16]1[CH:15]=[CH:14][C:10]([C:11]([OH:13])=[O:12])=[C:9]([NH:8][C:28]([NH:27][C:21]2[C:22]([Cl:26])=[CH:23][CH:24]=[CH:25][C:20]=2[Cl:19])=[O:29])[CH:17]=1. The yield is 0.590.